This data is from Full USPTO retrosynthesis dataset with 1.9M reactions from patents (1976-2016). The task is: Predict the reactants needed to synthesize the given product. (1) The reactants are: [Cl:1][C:2]1[CH:7]=[CH:6][C:5]([N:8]2[C:13](=[O:14])[C:12]3[CH:15]=[N:16][N:17]([C:18]4[CH:23]=[CH:22][CH:21]=[CH:20][CH:19]=4)[C:11]=3[N:10]=[C:9]2[C:24]2[CH:29]=[CH:28][C:27](B3OC(C)(C)C(C)(C)O3)=[CH:26][CH:25]=2)=[CH:4][CH:3]=1.[NH2:39][C:40]1[CH:45]=[CH:44][C:43](Br)=[CH:42][N:41]=1.C([O-])([O-])=O.[Cs+].[Cs+]. Given the product [NH2:39][C:40]1[N:41]=[CH:42][C:43]([C:27]2[CH:28]=[CH:29][C:24]([C:9]3[N:8]([C:5]4[CH:4]=[CH:3][C:2]([Cl:1])=[CH:7][CH:6]=4)[C:13](=[O:14])[C:12]4[CH:15]=[N:16][N:17]([C:18]5[CH:23]=[CH:22][CH:21]=[CH:20][CH:19]=5)[C:11]=4[N:10]=3)=[CH:25][CH:26]=2)=[CH:44][CH:45]=1, predict the reactants needed to synthesize it. (2) Given the product [C:1]([O:5][C:6]([N:8]1[CH2:20][C@@H:19]([CH3:21])[N:18]2[C@H:10]([CH2:11][C:12]3[C:17]2=[N:16][C:15]([CH2:22][S:23][C:24]([C:37]2[CH:42]=[CH:41][CH:40]=[CH:39][CH:38]=2)([C:31]2[CH:36]=[CH:35][CH:34]=[CH:33][CH:32]=2)[C:25]2[CH:30]=[CH:29][CH:28]=[CH:27][CH:26]=2)=[C:14]([CH:51]=[O:52])[CH:13]=3)[CH2:9]1)=[O:7])([CH3:4])([CH3:3])[CH3:2], predict the reactants needed to synthesize it. The reactants are: [C:1]([O:5][C:6]([N:8]1[CH2:20][C@@H:19]([CH3:21])[N:18]2[C@H:10]([CH2:11][C:12]3[C:17]2=[N:16][C:15]([CH2:22][S:23][C:24]([C:37]2[CH:42]=[CH:41][CH:40]=[CH:39][CH:38]=2)([C:31]2[CH:36]=[CH:35][CH:34]=[CH:33][CH:32]=2)[C:25]2[CH:30]=[CH:29][CH:28]=[CH:27][CH:26]=2)=[C:14](Br)[CH:13]=3)[CH2:9]1)=[O:7])([CH3:4])([CH3:3])[CH3:2].C([Li])(C)(C)C.CN(C)[CH:51]=[O:52].